This data is from Forward reaction prediction with 1.9M reactions from USPTO patents (1976-2016). The task is: Predict the product of the given reaction. Given the reactants Br[C:2]1[S:6][C:5]([C:7]2[CH:8]=[CH:9][C:10]([O:15][CH:16]([CH3:18])[CH3:17])=[C:11]([CH:14]=2)[C:12]#[N:13])=[N:4][N:3]=1.CC1(C)C(C)(C)OB([C:27]2[CH:28]=[C:29]3[C:34](=[CH:35][CH:36]=2)[CH2:33][N:32]([C:37]([O:39][C:40]([CH3:43])([CH3:42])[CH3:41])=[O:38])[CH2:31][CH2:30]3)O1, predict the reaction product. The product is: [C:12]([C:11]1[CH:14]=[C:7]([C:5]2[S:6][C:2]([C:27]3[CH:28]=[C:29]4[C:34](=[CH:35][CH:36]=3)[CH2:33][N:32]([C:37]([O:39][C:40]([CH3:43])([CH3:42])[CH3:41])=[O:38])[CH2:31][CH2:30]4)=[N:3][N:4]=2)[CH:8]=[CH:9][C:10]=1[O:15][CH:16]([CH3:18])[CH3:17])#[N:13].